From a dataset of Full USPTO retrosynthesis dataset with 1.9M reactions from patents (1976-2016). Predict the reactants needed to synthesize the given product. Given the product [CH3:38][N:37]([CH2:39][CH2:40][CH2:41][N:28]1[CH2:27][CH2:26][CH:25]([C:23]2[O:22][N:21]=[C:20]([N:12]3[C:13]4[C:18](=[CH:17][CH:16]=[CH:15][CH:14]=4)[C:10]([CH3:8])=[N:11]3)[N:24]=2)[CH2:30][CH2:29]1)[C:36](=[O:43])[O:35][CH3:34], predict the reactants needed to synthesize it. The reactants are: FC(F)(F)C(O)=O.[CH2:8]([C:10]1[C:18]2[C:13](=[CH:14][C:15](F)=[CH:16][CH:17]=2)[N:12]([C:20]2[N:24]=[C:23]([CH:25]3[CH2:30][CH2:29][NH:28][CH2:27][CH2:26]3)[O:22][N:21]=2)[N:11]=1)C.C(I)C.[CH3:34][O:35][C:36](=[O:43])[N:37]([CH2:39][CH2:40][CH2:41]Cl)[CH3:38].Cl.